From a dataset of Forward reaction prediction with 1.9M reactions from USPTO patents (1976-2016). Predict the product of the given reaction. Given the reactants [F:1][C:2]1[CH:21]=[C:20]([N+:22]([O-:24])=[O:23])[CH:19]=[CH:18][C:3]=1[O:4][C:5]1[C:14]2[C:9](=[CH:10][C:11]([OH:17])=[C:12]([O:15][CH3:16])[CH:13]=2)[N:8]=[CH:7][CH:6]=1.C(OC1C=C2C(C(OC3C=CC([N+]([O-])=O)=CC=3F)=CC=N2)=CC=1OC)C1C=CC=CC=1.[O:56]1[CH2:61][CH2:60][N:59]([CH2:62][CH2:63][CH2:64]O)[CH2:58][CH2:57]1.C1(P(C2C=CC=CC=2)C2C=CC=CC=2)C=CC=CC=1.CCOC(/N=N/C(OCC)=O)=O, predict the reaction product. The product is: [F:1][C:2]1[CH:21]=[C:20]([N+:22]([O-:24])=[O:23])[CH:19]=[CH:18][C:3]=1[O:4][C:5]1[C:14]2[C:9](=[CH:10][C:11]([O:17][CH2:64][CH2:63][CH2:62][N:59]3[CH2:60][CH2:61][O:56][CH2:57][CH2:58]3)=[C:12]([O:15][CH3:16])[CH:13]=2)[N:8]=[CH:7][CH:6]=1.